The task is: Predict the product of the given reaction.. This data is from Forward reaction prediction with 1.9M reactions from USPTO patents (1976-2016). The product is: [NH:1]1[CH:5]=[C:4]([C:6]([N:38]2[CH2:37][CH2:36][C:34]3[N:35]=[C:30]([NH:29][CH:21]4[CH2:20][C:28]5[C:23](=[CH:24][CH:25]=[CH:26][CH:27]=5)[CH2:22]4)[N:31]=[CH:32][C:33]=3[CH2:39]2)=[O:8])[N:3]=[CH:2]1. Given the reactants [NH:1]1[CH:5]=[C:4]([C:6]([OH:8])=O)[N:3]=[CH:2]1.O.ON1C2C=CC=CC=2N=N1.[CH2:20]1[C:28]2[C:23](=[CH:24][CH:25]=[CH:26][CH:27]=2)[CH2:22][CH:21]1[NH:29][C:30]1[N:31]=[CH:32][C:33]2[CH2:39][NH:38][CH2:37][CH2:36][C:34]=2[N:35]=1.C(N(CC)CC)C.Cl.CN(C)CCCN=C=NCC, predict the reaction product.